Dataset: NCI-60 drug combinations with 297,098 pairs across 59 cell lines. Task: Regression. Given two drug SMILES strings and cell line genomic features, predict the synergy score measuring deviation from expected non-interaction effect. (1) Drug 1: CC1=C(C(=O)C2=C(C1=O)N3CC4C(C3(C2COC(=O)N)OC)N4)N. Drug 2: B(C(CC(C)C)NC(=O)C(CC1=CC=CC=C1)NC(=O)C2=NC=CN=C2)(O)O. Cell line: HT29. Synergy scores: CSS=67.9, Synergy_ZIP=1.80, Synergy_Bliss=1.66, Synergy_Loewe=-0.246, Synergy_HSA=3.18. (2) Drug 1: CN(C)N=NC1=C(NC=N1)C(=O)N. Drug 2: C1=C(C(=O)NC(=O)N1)N(CCCl)CCCl. Cell line: SK-MEL-28. Synergy scores: CSS=8.97, Synergy_ZIP=-3.87, Synergy_Bliss=0.912, Synergy_Loewe=-8.47, Synergy_HSA=-0.503. (3) Drug 1: CNC(=O)C1=CC=CC=C1SC2=CC3=C(C=C2)C(=NN3)C=CC4=CC=CC=N4. Drug 2: C1CC(=O)NC(=O)C1N2CC3=C(C2=O)C=CC=C3N. Cell line: BT-549. Synergy scores: CSS=7.69, Synergy_ZIP=-1.10, Synergy_Bliss=2.67, Synergy_Loewe=0.964, Synergy_HSA=1.05. (4) Drug 1: CC1=CC2C(CCC3(C2CCC3(C(=O)C)OC(=O)C)C)C4(C1=CC(=O)CC4)C. Drug 2: CC=C1C(=O)NC(C(=O)OC2CC(=O)NC(C(=O)NC(CSSCCC=C2)C(=O)N1)C(C)C)C(C)C. Cell line: UACC-257. Synergy scores: CSS=66.4, Synergy_ZIP=7.19, Synergy_Bliss=6.34, Synergy_Loewe=-59.7, Synergy_HSA=4.62. (5) Drug 1: CC1C(C(CC(O1)OC2CC(CC3=C2C(=C4C(=C3O)C(=O)C5=C(C4=O)C(=CC=C5)OC)O)(C(=O)C)O)N)O.Cl. Drug 2: C(CC(=O)O)C(=O)CN.Cl. Cell line: EKVX. Synergy scores: CSS=4.49, Synergy_ZIP=-4.32, Synergy_Bliss=-6.41, Synergy_Loewe=-4.96, Synergy_HSA=-5.02. (6) Drug 1: C1=CC(=CC=C1C#N)C(C2=CC=C(C=C2)C#N)N3C=NC=N3. Drug 2: CCC1(C2=C(COC1=O)C(=O)N3CC4=CC5=C(C=CC(=C5CN(C)C)O)N=C4C3=C2)O.Cl. Cell line: MDA-MB-435. Synergy scores: CSS=9.46, Synergy_ZIP=-2.42, Synergy_Bliss=2.20, Synergy_Loewe=-10.8, Synergy_HSA=-1.71.